Task: Predict the product of the given reaction.. Dataset: Forward reaction prediction with 1.9M reactions from USPTO patents (1976-2016) (1) Given the reactants [O:1]1[CH:5]=[CH:4][CH:3]=[C:2]1[C:6](Cl)=[O:7].[Cl:9][C:10]1[CH:11]=[C:12]2[C:17](=[CH:18][CH:19]=1)[N:16]([CH3:20])[C:15](=[O:21])[C:14]([C:22]#[N:23])=[C:13]2[N:24]1[CH2:29][CH2:28][NH:27][CH2:26][CH2:25]1, predict the reaction product. The product is: [Cl:9][C:10]1[CH:11]=[C:12]2[C:17](=[CH:18][CH:19]=1)[N:16]([CH3:20])[C:15](=[O:21])[C:14]([C:22]#[N:23])=[C:13]2[N:24]1[CH2:25][CH2:26][N:27]([C:6]([C:2]2[O:1][CH:5]=[CH:4][CH:3]=2)=[O:7])[CH2:28][CH2:29]1. (2) Given the reactants [OH:1][C@@H:2]1[CH2:7][CH2:6][CH2:5][C@H:4]([N:8]2[C:16](=[O:17])[C:15]3[C:10](=[CH:11][CH:12]=[CH:13][CH:14]=3)[C:9]2=[O:18])[CH2:3]1.[Cr](Cl)([O-])(=O)=O.[NH+]1C=CC=CC=1.C(=O)(O)[O-].[Na+], predict the reaction product. The product is: [O:1]=[C:2]1[CH2:7][CH2:6][CH2:5][C@H:4]([N:8]2[C:16](=[O:17])[C:15]3[C:10](=[CH:11][CH:12]=[CH:13][CH:14]=3)[C:9]2=[O:18])[CH2:3]1. (3) Given the reactants [F:1][C:2]1[CH:3]=[C:4]([C@H:9]2[CH2:13][CH2:12][CH2:11][N:10]2[C:14]2[CH:19]=[CH:18][N:17]3[N:20]=[CH:21][C:22]([C:23]([O:25][CH2:26][CH3:27])=[O:24])=[C:16]3[N:15]=2)[CH:5]=[C:6]([OH:8])[CH:7]=1.Cl.Cl[CH2:30][CH2:31][N:32]1[CH2:37][CH2:36][O:35][CH2:34][CH2:33]1.C([O-])([O-])=O.[K+].[K+], predict the reaction product. The product is: [F:1][C:2]1[CH:3]=[C:4]([C@H:9]2[CH2:13][CH2:12][CH2:11][N:10]2[C:14]2[CH:19]=[CH:18][N:17]3[N:20]=[CH:21][C:22]([C:23]([O:25][CH2:26][CH3:27])=[O:24])=[C:16]3[N:15]=2)[CH:5]=[C:6]([O:8][CH2:30][CH2:31][N:32]2[CH2:37][CH2:36][O:35][CH2:34][CH2:33]2)[CH:7]=1. (4) Given the reactants [F:1][C:2]1[CH:7]=[CH:6][CH:5]=[CH:4][C:3]=1[N:8]1[C:12]([C:13]2[N:14]=[CH:15][N:16]([C:18]3[CH:26]=[CH:25][C:21]([C:22]([OH:24])=O)=[CH:20][N:19]=3)[CH:17]=2)=[C:11]([CH3:27])[N:10]=[N:9]1.[NH2:28][C:29]([CH3:33])([CH3:32])[CH2:30][OH:31], predict the reaction product. The product is: [F:1][C:2]1[CH:7]=[CH:6][CH:5]=[CH:4][C:3]=1[N:8]1[C:12]([C:13]2[N:14]=[CH:15][N:16]([C:18]3[CH:26]=[CH:25][C:21]([C:22]([NH:28][C:29]([CH3:33])([CH3:32])[CH2:30][OH:31])=[O:24])=[CH:20][N:19]=3)[CH:17]=2)=[C:11]([CH3:27])[N:10]=[N:9]1. (5) Given the reactants [Cl:1][C:2]1[CH:3]=[CH:4][C:5]2[N:6]([N:12]=[C:13]([N:15]3[CH2:20][CH2:19][CH2:18][CH2:17][CH2:16]3)[CH:14]=2)[C:7]=1[Si:8]([CH3:11])([CH3:10])[CH3:9].[Br:21]N1C(=O)CCC1=O.C(=O)(O)[O-].[Na+], predict the reaction product. The product is: [Br:21][C:14]1[C:13]([N:15]2[CH2:16][CH2:17][CH2:18][CH2:19][CH2:20]2)=[N:12][N:6]2[C:7]([Si:8]([CH3:11])([CH3:10])[CH3:9])=[C:2]([Cl:1])[CH:3]=[CH:4][C:5]=12. (6) Given the reactants [C:1]([C:3]1[C:4](=[O:20])[NH:5][C:6]2[CH2:7][CH2:8][N:9](C(OC(C)(C)C)=O)[CH2:10][C:11]=2[CH:12]=1)#[N:2].Cl.O1CCOCC1, predict the reaction product. The product is: [O:20]=[C:4]1[C:3]([C:1]#[N:2])=[CH:12][C:11]2[CH2:10][NH:9][CH2:8][CH2:7][C:6]=2[NH:5]1. (7) Given the reactants [Si:1]([O:8][CH2:9][C@@H:10]([C:12]1[CH:13]=[N:14][C:15]([CH3:18])=[CH:16][CH:17]=1)O)([C:4]([CH3:7])([CH3:6])[CH3:5])([CH3:3])[CH3:2].C1C=CC(OP(OC2C=CC=CC=2)([N:28]=[N+:29]=[N-:30])=O)=CC=1.N12CCCN=C1CCCCC2, predict the reaction product. The product is: [N:28]([C@@H:10]([C:12]1[CH:17]=[CH:16][C:15]([CH3:18])=[N:14][CH:13]=1)[CH2:9][O:8][Si:1]([C:4]([CH3:7])([CH3:6])[CH3:5])([CH3:3])[CH3:2])=[N+:29]=[N-:30]. (8) Given the reactants [Cl:1][C:2]1[CH:3]=[CH:4][C:5]([F:19])=[C:6]([CH:18]=1)[C:7]([NH:9][N:10]1[CH:14]=[CH:13][CH:12]=[C:11]1[C:15]([NH2:17])=[O:16])=O, predict the reaction product. The product is: [Cl:1][C:2]1[CH:3]=[CH:4][C:5]([F:19])=[C:6]([C:7]2[NH:17][C:15](=[O:16])[C:11]3=[CH:12][CH:13]=[CH:14][N:10]3[N:9]=2)[CH:18]=1. (9) Given the reactants Br[C:2]1[CH:3]=[C:4]([CH:16]=[O:17])[C:5]([N:8]2[CH2:13][C@@H:12]([CH3:14])[O:11][C@@H:10]([CH3:15])[CH2:9]2)=[N:6][CH:7]=1.[CH3:18][O:19][C:20]1[CH:25]=[CH:24][N:23]=[CH:22][C:21]=1B(O)O, predict the reaction product. The product is: [CH3:15][C@H:10]1[O:11][C@@H:12]([CH3:14])[CH2:13][N:8]([C:5]2[N:6]=[CH:7][C:2]([C:21]3[CH:22]=[N:23][CH:24]=[CH:25][C:20]=3[O:19][CH3:18])=[CH:3][C:4]=2[CH:16]=[O:17])[CH2:9]1. (10) Given the reactants [CH3:1][O:2][C:3]1[CH:12]=[C:11]2[C:6]([CH2:7][CH2:8][CH2:9][CH:10]2[C:13]([OH:15])=O)=[CH:5][CH:4]=1.C([O:18][CH:19](OCC)[C:20]1[CH:25]=[CH:24][C:23]([CH2:26][NH:27][C:28]2[CH:33]=[CH:32][C:31]([CH:34]([CH3:36])[CH3:35])=[CH:30][CH:29]=2)=[CH:22][CH:21]=1)C.Cl, predict the reaction product. The product is: [CH:19]([C:20]1[CH:21]=[CH:22][C:23]([CH2:26][N:27]([C:28]2[CH:33]=[CH:32][C:31]([CH:34]([CH3:36])[CH3:35])=[CH:30][CH:29]=2)[C:13]([CH:10]2[C:11]3[C:6](=[CH:5][CH:4]=[C:3]([O:2][CH3:1])[CH:12]=3)[CH2:7][CH2:8][CH2:9]2)=[O:15])=[CH:24][CH:25]=1)=[O:18].